This data is from Full USPTO retrosynthesis dataset with 1.9M reactions from patents (1976-2016). The task is: Predict the reactants needed to synthesize the given product. (1) Given the product [N:10]1[O:9][N:8]=[C:7]2[C:2]([C:16]3[CH:17]=[CH:18][C:13]([N:12]([CH3:22])[CH3:11])=[CH:14][CH:15]=3)=[CH:3][CH:4]=[CH:5][C:6]=12, predict the reactants needed to synthesize it. The reactants are: Cl[C:2]1[C:7]2=[N:8][O:9][N:10]=[C:6]2[CH:5]=[CH:4][CH:3]=1.[CH3:11][N:12]([CH3:22])[C:13]1[CH:18]=[CH:17][C:16](B(O)O)=[CH:15][CH:14]=1. (2) Given the product [Cl:8][C:5]1[N:4]=[C:3]([CH2:10][CH3:11])[C:2]([NH2:1])=[CH:7][CH:6]=1, predict the reactants needed to synthesize it. The reactants are: [NH2:1][C:2]1[C:3](Cl)=[N:4][C:5]([Cl:8])=[CH:6][CH:7]=1.[CH2:10]([Al](CC)CC)[CH3:11]. (3) Given the product [CH:21]1([NH:24][C:25]2[C:29]3[CH:30]=[CH:31][C:32]([CH3:35])=[C:33]([C:14]4[CH:13]=[C:12]5[C:17](=[CH:16][CH:15]=4)[C:8]([N:7]4[CH2:6][CH2:5][O:4][CH2:3][C@@H:2]4[CH3:1])=[N:9][N:10]=[CH:11]5)[C:28]=3[O:27][N:26]=2)[CH2:23][CH2:22]1, predict the reactants needed to synthesize it. The reactants are: [CH3:1][C@@H:2]1[N:7]([C:8]2[C:17]3[C:12](=[CH:13][C:14](B(O)O)=[CH:15][CH:16]=3)[CH:11]=[N:10][N:9]=2)[CH2:6][CH2:5][O:4][CH2:3]1.[CH:21]1([NH:24][C:25]2[C:29]3[CH:30]=[CH:31][C:32]([CH3:35])=[C:33](I)[C:28]=3[O:27][N:26]=2)[CH2:23][CH2:22]1.C(=O)([O-])[O-].[Na+].[Na+]. (4) Given the product [OH:33][C:30]1[CH:31]=[CH:32][C:27]([S:26][CH:7]2[CH2:12][CH2:11][N:10]([C:13]([O:15][C:16]([CH3:19])([CH3:18])[CH3:17])=[O:14])[CH2:9][CH2:8]2)=[CH:28][CH:29]=1, predict the reactants needed to synthesize it. The reactants are: CS(Cl)(=O)=O.O[CH:7]1[CH2:12][CH2:11][N:10]([C:13]([O:15][C:16]([CH3:19])([CH3:18])[CH3:17])=[O:14])[CH2:9][CH2:8]1.C(=O)([O-])[O-].[Cs+].[Cs+].[SH:26][C:27]1[CH:32]=[CH:31][C:30]([OH:33])=[CH:29][CH:28]=1. (5) Given the product [OH:21][CH2:20][C:18]1[CH:17]=[CH:16][N:15]=[C:14]([CH:11]2[CH2:10][CH2:9][N:8]([C:6]([O:5][C:1]([CH3:4])([CH3:3])[CH3:2])=[O:7])[CH2:13][CH2:12]2)[N:19]=1, predict the reactants needed to synthesize it. The reactants are: [C:1]([O:5][C:6]([N:8]1[CH2:13][CH2:12][CH:11]([C:14]2[N:19]=[C:18]([C:20](OC)=[O:21])[CH:17]=[CH:16][N:15]=2)[CH2:10][CH2:9]1)=[O:7])([CH3:4])([CH3:3])[CH3:2].[H-].[H-].[H-].[H-].[Li+].[Al+3]. (6) Given the product [NH2:23][C:18]1[CH:19]=[CH:20][C:21]([F:22])=[C:16]([NH:15][C:3]2[C:2]([Cl:1])=[CH:7][N:6]=[C:5]([NH:8][C:9]3[S:13][N:12]=[C:11]([CH3:14])[CH:10]=3)[N:4]=2)[CH:17]=1, predict the reactants needed to synthesize it. The reactants are: [Cl:1][C:2]1[C:3]([NH:15][C:16]2[CH:17]=[C:18]([NH:23]C(=O)OC(C)(C)C)[CH:19]=[CH:20][C:21]=2[F:22])=[N:4][C:5]([NH:8][C:9]2[S:13][N:12]=[C:11]([CH3:14])[CH:10]=2)=[N:6][CH:7]=1.C(O)(C(F)(F)F)=O. (7) The reactants are: [NH2:1]/[C:2](/[C:9]1[CH:14]=[CH:13][C:12]([N+:15]([O-:17])=[O:16])=[CH:11][CH:10]=1)=[C:3](/[C:7]#[N:8])\[C:4](=[S:6])[NH2:5].OO. Given the product [NH2:5][C:4]1[S:6][N:1]=[C:2]([C:9]2[CH:14]=[CH:13][C:12]([N+:15]([O-:17])=[O:16])=[CH:11][CH:10]=2)[C:3]=1[C:7]#[N:8], predict the reactants needed to synthesize it.